This data is from NCI-60 drug combinations with 297,098 pairs across 59 cell lines. The task is: Regression. Given two drug SMILES strings and cell line genomic features, predict the synergy score measuring deviation from expected non-interaction effect. Drug 1: CC1C(C(=O)NC(C(=O)N2CCCC2C(=O)N(CC(=O)N(C(C(=O)O1)C(C)C)C)C)C(C)C)NC(=O)C3=C4C(=C(C=C3)C)OC5=C(C(=O)C(=C(C5=N4)C(=O)NC6C(OC(=O)C(N(C(=O)CN(C(=O)C7CCCN7C(=O)C(NC6=O)C(C)C)C)C)C(C)C)C)N)C. Drug 2: CC1=C(C(CCC1)(C)C)C=CC(=CC=CC(=CC(=O)O)C)C. Cell line: UACC62. Synergy scores: CSS=19.7, Synergy_ZIP=1.64, Synergy_Bliss=6.24, Synergy_Loewe=6.01, Synergy_HSA=9.37.